Dataset: Catalyst prediction with 721,799 reactions and 888 catalyst types from USPTO. Task: Predict which catalyst facilitates the given reaction. (1) Reactant: [F:1][C:2]1[C:7]([CH2:8][OH:9])=[C:6]([F:10])[CH:5]=[CH:4][C:3]=1[NH:11][S:12]([C:15]1[S:16][CH:17]=[CH:18][CH:19]=1)(=[O:14])=[O:13].CC(OI1(OC(C)=O)(OC(C)=O)OC(=O)C2C=CC=CC1=2)=O.O. Product: [F:1][C:2]1[C:7]([CH:8]=[O:9])=[C:6]([F:10])[CH:5]=[CH:4][C:3]=1[NH:11][S:12]([C:15]1[S:16][CH:17]=[CH:18][CH:19]=1)(=[O:14])=[O:13]. The catalyst class is: 7. (2) Reactant: [C:1]([C:5]1[CH:15]=[CH:14][C:8](/[CH:9]=[CH:10]/[C:11]([OH:13])=O)=[CH:7][CH:6]=1)([CH3:4])([CH3:3])[CH3:2].C(Cl)Cl.Cl.CN(C)CCCN=C=NCC.[NH2:31][C:32]1[CH:37]=[CH:36][CH:35]=[CH:34][CH:33]=1. Product: [C:1]([C:5]1[CH:6]=[CH:7][C:8](/[CH:9]=[CH:10]/[C:11]([NH:31][C:32]2[CH:37]=[CH:36][CH:35]=[CH:34][CH:33]=2)=[O:13])=[CH:14][CH:15]=1)([CH3:2])([CH3:3])[CH3:4]. The catalyst class is: 25.